From a dataset of Forward reaction prediction with 1.9M reactions from USPTO patents (1976-2016). Predict the product of the given reaction. (1) The product is: [F:1][C:2]1[C:7]([C:8](=[O:9])[S:15][C:16]2[CH:21]=[CH:20][CH:19]=[CH:18][N:17]=2)=[C:6]([F:11])[C:5]([F:12])=[C:4]([F:13])[C:3]=1[F:14]. Given the reactants [F:1][C:2]1[C:7]([C:8](Cl)=[O:9])=[C:6]([F:11])[C:5]([F:12])=[C:4]([F:13])[C:3]=1[F:14].[SH:15][C:16]1[CH:21]=[CH:20][CH:19]=[CH:18][N:17]=1, predict the reaction product. (2) Given the reactants Br[C:2]1[CH:3]=[N:4][N:5]2[C:10]([C:11]3[CH:12]=[C:13]([NH:17][C:18](=[O:23])[CH2:19][CH:20]([CH3:22])[CH3:21])[CH:14]=[CH:15][CH:16]=3)=[CH:9][CH:8]=[N:7][C:6]=12.[C:24]1([C:33]2[CH:38]=[CH:37][CH:36]=[CH:35][CH:34]=2)[CH:29]=[CH:28][C:27](B(O)O)=[CH:26][CH:25]=1, predict the reaction product. The product is: [C:24]1([C:33]2[CH:34]=[CH:35][CH:36]=[CH:37][CH:38]=2)[CH:29]=[CH:28][C:27]([C:2]2[CH:3]=[N:4][N:5]3[C:10]([C:11]4[CH:12]=[C:13]([NH:17][C:18](=[O:23])[CH2:19][CH:20]([CH3:22])[CH3:21])[CH:14]=[CH:15][CH:16]=4)=[CH:9][CH:8]=[N:7][C:6]=23)=[CH:26][CH:25]=1.